Regression. Given two drug SMILES strings and cell line genomic features, predict the synergy score measuring deviation from expected non-interaction effect. From a dataset of NCI-60 drug combinations with 297,098 pairs across 59 cell lines. (1) Drug 1: C1=C(C(=O)NC(=O)N1)N(CCCl)CCCl. Cell line: UACC62. Drug 2: C1=NC2=C(N=C(N=C2N1C3C(C(C(O3)CO)O)F)Cl)N. Synergy scores: CSS=37.5, Synergy_ZIP=-7.81, Synergy_Bliss=-3.52, Synergy_Loewe=-3.29, Synergy_HSA=-0.846. (2) Drug 1: C1CC(=O)NC(=O)C1N2CC3=C(C2=O)C=CC=C3N. Drug 2: C1=CN(C=N1)CC(O)(P(=O)(O)O)P(=O)(O)O. Cell line: NCI-H226. Synergy scores: CSS=-0.625, Synergy_ZIP=-2.86, Synergy_Bliss=-6.13, Synergy_Loewe=-37.7, Synergy_HSA=-4.14. (3) Synergy scores: CSS=17.6, Synergy_ZIP=2.02, Synergy_Bliss=4.44, Synergy_Loewe=7.26, Synergy_HSA=6.95. Cell line: SR. Drug 2: C1=CC(=CC=C1C#N)C(C2=CC=C(C=C2)C#N)N3C=NC=N3. Drug 1: CC1=C(C=C(C=C1)NC2=NC=CC(=N2)N(C)C3=CC4=NN(C(=C4C=C3)C)C)S(=O)(=O)N.Cl. (4) Drug 1: CN1C2=C(C=C(C=C2)N(CCCl)CCCl)N=C1CCCC(=O)O.Cl. Drug 2: CC1=C(C=C(C=C1)C(=O)NC2=CC(=CC(=C2)C(F)(F)F)N3C=C(N=C3)C)NC4=NC=CC(=N4)C5=CN=CC=C5. Cell line: NCI-H226. Synergy scores: CSS=1.57, Synergy_ZIP=-0.750, Synergy_Bliss=-0.770, Synergy_Loewe=0.353, Synergy_HSA=-0.441. (5) Drug 1: CS(=O)(=O)OCCCCOS(=O)(=O)C. Drug 2: C1CNP(=O)(OC1)N(CCCl)CCCl. Cell line: KM12. Synergy scores: CSS=8.46, Synergy_ZIP=-1.89, Synergy_Bliss=-0.279, Synergy_Loewe=-4.89, Synergy_HSA=-1.15. (6) Synergy scores: CSS=-3.56, Synergy_ZIP=1.18, Synergy_Bliss=1.89, Synergy_Loewe=-9.18, Synergy_HSA=-4.61. Cell line: 786-0. Drug 1: CC1=C(C(CCC1)(C)C)C=CC(=CC=CC(=CC(=O)O)C)C. Drug 2: C1C(C(OC1N2C=NC(=NC2=O)N)CO)O. (7) Drug 2: CC1C(C(CC(O1)OC2CC(CC3=C2C(=C4C(=C3O)C(=O)C5=C(C4=O)C(=CC=C5)OC)O)(C(=O)C)O)N)O.Cl. Synergy scores: CSS=37.8, Synergy_ZIP=-7.15, Synergy_Bliss=-1.64, Synergy_Loewe=1.83, Synergy_HSA=2.31. Cell line: 786-0. Drug 1: C1=CC(=CC=C1CCC2=CNC3=C2C(=O)NC(=N3)N)C(=O)NC(CCC(=O)O)C(=O)O. (8) Drug 1: COC1=C(C=C2C(=C1)N=CN=C2NC3=CC(=C(C=C3)F)Cl)OCCCN4CCOCC4. Drug 2: CC(C)CN1C=NC2=C1C3=CC=CC=C3N=C2N. Cell line: OVCAR-8. Synergy scores: CSS=28.7, Synergy_ZIP=-2.07, Synergy_Bliss=2.98, Synergy_Loewe=1.30, Synergy_HSA=2.27. (9) Drug 1: CC12CCC3C(C1CCC2=O)CC(=C)C4=CC(=O)C=CC34C. Drug 2: CCCCC(=O)OCC(=O)C1(CC(C2=C(C1)C(=C3C(=C2O)C(=O)C4=C(C3=O)C=CC=C4OC)O)OC5CC(C(C(O5)C)O)NC(=O)C(F)(F)F)O. Cell line: UO-31. Synergy scores: CSS=26.7, Synergy_ZIP=-11.5, Synergy_Bliss=-10.6, Synergy_Loewe=-9.63, Synergy_HSA=-9.55.